Dataset: Full USPTO retrosynthesis dataset with 1.9M reactions from patents (1976-2016). Task: Predict the reactants needed to synthesize the given product. (1) Given the product [Cl:1][C:2]1[CH:30]=[CH:29][C:5]([O:6][C:7]2[CH:8]=[CH:9][C:10]([N:13]3[CH:17]=[C:16]([C:18]4[CH:23]=[CH:22][C:21]([O:24][CH2:48][C@@H:49]5[CH2:50][O:51]5)=[CH:20][CH:19]=4)[N:15]=[C:14]3[CH2:25][O:26][CH2:27][CH3:28])=[CH:11][CH:12]=2)=[CH:4][CH:3]=1, predict the reactants needed to synthesize it. The reactants are: [Cl:1][C:2]1[CH:30]=[CH:29][C:5]([O:6][C:7]2[CH:12]=[CH:11][C:10]([N:13]3[CH:17]=[C:16]([C:18]4[CH:23]=[CH:22][C:21]([OH:24])=[CH:20][CH:19]=4)[N:15]=[C:14]3[CH2:25][O:26][CH2:27][CH3:28])=[CH:9][CH:8]=2)=[CH:4][CH:3]=1.C([O-])([O-])=O.[Cs+].[Cs+].CC1C=CC(S(O[CH2:48][C@H:49]2[O:51][CH2:50]2)(=O)=O)=CC=1.C1(O)C=CC=CC=1. (2) Given the product [C:1]([O:5][C:6]([N:8]1[CH2:13][CH2:12][N:11]([C:14]2[CH:15]=[CH:16][C:17]([NH:20][C:37]([C:31]3[C:30]([C:27]4[CH:28]=[CH:29][C:24]([CH:21]([CH3:23])[CH3:22])=[CH:25][CH:26]=4)=[CH:35][C:34]([CH3:36])=[CH:33][CH:32]=3)=[O:38])=[CH:18][CH:19]=2)[CH2:10][CH2:9]1)=[O:7])([CH3:4])([CH3:2])[CH3:3], predict the reactants needed to synthesize it. The reactants are: [C:1]([O:5][C:6]([N:8]1[CH2:13][CH2:12][N:11]([C:14]2[CH:19]=[CH:18][C:17]([NH2:20])=[CH:16][CH:15]=2)[CH2:10][CH2:9]1)=[O:7])([CH3:4])([CH3:3])[CH3:2].[CH:21]([C:24]1[CH:29]=[CH:28][C:27]([C:30]2[C:31]([C:37](O)=[O:38])=[CH:32][CH:33]=[C:34]([CH3:36])[CH:35]=2)=[CH:26][CH:25]=1)([CH3:23])[CH3:22].C1C=CC2N(O)N=NC=2C=1.CCN=C=NCCCN(C)C.Cl. (3) Given the product [CH3:1][C:2]1[CH:3]=[C:4]([NH:16][C:17]2[C:27]3[CH:26]=[C:25]([C:28]([NH:32][O:33][CH2:34][CH2:35][S:36]([CH3:39])(=[O:38])=[O:37])=[O:29])[CH2:24][CH2:23][NH:22][C:21]=3[N:20]=[CH:19][N:18]=2)[CH:5]=[CH:6][C:7]=1[O:8][C:9]1[CH:10]=[N:11][C:12]([CH3:15])=[CH:13][CH:14]=1, predict the reactants needed to synthesize it. The reactants are: [CH3:1][C:2]1[CH:3]=[C:4]([NH:16][C:17]2[C:27]3[CH:26]=[C:25]([C:28](O)=[O:29])[CH2:24][CH2:23][NH:22][C:21]=3[N:20]=[CH:19][N:18]=2)[CH:5]=[CH:6][C:7]=1[O:8][C:9]1[CH:10]=[N:11][C:12]([CH3:15])=[CH:13][CH:14]=1.Cl.[NH2:32][O:33][CH2:34][CH2:35][S:36]([CH3:39])(=[O:38])=[O:37].Cl.C(N=C=NCCCN(C)C)C.O.ON1C2C=CC=CC=2N=N1. (4) Given the product [ClH:19].[NH2:8][C@@H:9]([C:13]([CH3:16])([CH3:15])[CH3:14])[C:10]([O:12][CH3:21])=[O:11], predict the reactants needed to synthesize it. The reactants are: C(OC([NH:8][C@@H:9]([C:13]([CH3:16])([CH3:15])[CH3:14])[C:10]([OH:12])=[O:11])=O)(C)(C)C.O=S(Cl)[Cl:19].[CH3:21]O. (5) Given the product [CH:1]([C:4]1[N:9]=[C:8]([C:10]2[CH:15]=[CH:14][C:13]([CH3:16])=[CH:12][N:11]=2)[CH:7]=[C:6]([C:17]([O:19][CH3:20])=[O:18])[CH:5]=1)([CH3:3])[CH3:2], predict the reactants needed to synthesize it. The reactants are: [C:1]([C:4]1[N:9]=[C:8]([C:10]2[CH:15]=[CH:14][C:13]([CH3:16])=[CH:12][N:11]=2)[CH:7]=[C:6]([C:17]([O:19][CH3:20])=[O:18])[CH:5]=1)([CH3:3])=[CH2:2]. (6) Given the product [Br:16][C:17]1[CH:23]=[CH:22][CH:21]=[C:20]([F:24])[C:18]=1[NH:19][C:14]([NH:13][C:4]1[CH:5]=[C:6]([C:9]([F:12])([F:11])[F:10])[CH:7]=[CH:8][C:3]=1[O:2][CH3:1])=[O:15], predict the reactants needed to synthesize it. The reactants are: [CH3:1][O:2][C:3]1[CH:8]=[CH:7][C:6]([C:9]([F:12])([F:11])[F:10])=[CH:5][C:4]=1[N:13]=[C:14]=[O:15].[Br:16][C:17]1[CH:23]=[CH:22][CH:21]=[C:20]([F:24])[C:18]=1[NH2:19]. (7) Given the product [Cl:16][C:17]1[CH:22]=[C:21]([C:2]2[C:7]([O:8][CH3:9])=[C:6]([CH:10]=[O:11])[CH:5]=[C:4]([S:12]([NH2:15])(=[O:14])=[O:13])[CH:3]=2)[CH:20]=[CH:19][CH:18]=1, predict the reactants needed to synthesize it. The reactants are: Br[C:2]1[CH:3]=[C:4]([S:12]([NH2:15])(=[O:14])=[O:13])[CH:5]=[C:6]([CH:10]=[O:11])[C:7]=1[O:8][CH3:9].[Cl:16][C:17]1[CH:18]=[C:19](B(O)O)[CH:20]=[CH:21][CH:22]=1.